This data is from Catalyst prediction with 721,799 reactions and 888 catalyst types from USPTO. The task is: Predict which catalyst facilitates the given reaction. (1) Reactant: O=C1N2C[C@@H](CC[C@H]2C([NH:12][O:13][C@H:14]2[CH2:18][CH2:17][N:16]([C:19]([O:21][C:22]([CH3:25])([CH3:24])[CH3:23])=[O:20])[CH2:15]2)=O)N1OS(O)(=O)=O.FC(F)(F)C(O)=O. Product: [NH2:12][O:13][C@@H:14]1[CH2:18][CH2:17][N:16]([C:19]([O:21][C:22]([CH3:25])([CH3:24])[CH3:23])=[O:20])[CH2:15]1. The catalyst class is: 2. (2) Reactant: C(=O)([O-])[O-].[K+].[K+].[F:7][C:8]1[CH:13]=[CH:12][C:11](B(O)O)=[CH:10][CH:9]=1.I[C:18]1[CH:23]=[CH:22][N:21]([CH2:24][CH2:25][C@@:26]([CH3:41])([S:37]([CH3:40])(=[O:39])=[O:38])[C:27]([NH:29][O:30][CH:31]2[CH2:36][CH2:35][CH2:34][CH2:33][O:32]2)=[O:28])[C:20](=[O:42])[CH:19]=1.O. Product: [F:7][C:8]1[CH:13]=[CH:12][C:11]([C:18]2[CH:23]=[CH:22][N:21]([CH2:24][CH2:25][C@@:26]([CH3:41])([S:37]([CH3:40])(=[O:39])=[O:38])[C:27]([NH:29][O:30][CH:31]3[CH2:36][CH2:35][CH2:34][CH2:33][O:32]3)=[O:28])[C:20](=[O:42])[CH:19]=2)=[CH:10][CH:9]=1. The catalyst class is: 505. (3) Reactant: [NH2:1][C:2]1[N:7]=[CH:6][N:5]=[C:4]2[N:8]([CH:31]3[CH2:36][CH2:35][N:34]([CH:37]4[CH2:42][CH2:41][N:40]([CH3:43])[CH2:39][CH2:38]4)[CH2:33][CH2:32]3)[N:9]=[C:10]([C:11]3[CH:16]=[CH:15][C:14]([NH:17][C:18]([C@@H:20]4[CH2:22][C@H:21]4[C:23]4[CH:28]=[CH:27][CH:26]=[CH:25][CH:24]=4)=[O:19])=[C:13]([O:29][CH3:30])[CH:12]=3)[C:3]=12.[C:44]([OH:51])(=[O:50])/[CH:45]=[CH:46]\[C:47]([OH:49])=[O:48]. Product: [C:44]([OH:51])(=[O:50])/[CH:45]=[CH:46]\[C:47]([OH:49])=[O:48].[C:44]([OH:51])(=[O:50])/[CH:45]=[CH:46]\[C:47]([OH:49])=[O:48].[NH2:1][C:2]1[N:7]=[CH:6][N:5]=[C:4]2[N:8]([CH:31]3[CH2:32][CH2:33][N:34]([CH:37]4[CH2:42][CH2:41][N:40]([CH3:43])[CH2:39][CH2:38]4)[CH2:35][CH2:36]3)[N:9]=[C:10]([C:11]3[CH:16]=[CH:15][C:14]([NH:17][C:18]([C@@H:20]4[CH2:22][C@H:21]4[C:23]4[CH:24]=[CH:25][CH:26]=[CH:27][CH:28]=4)=[O:19])=[C:13]([O:29][CH3:30])[CH:12]=3)[C:3]=12. The catalyst class is: 8. (4) Reactant: Br[C:2]1[C:11]2[O:10][CH2:9][N:8]([C:12]([CH3:15])([CH3:14])[CH3:13])[CH2:7][C:6]=2[CH:5]=[C:4]([C:16]2[CH:21]=[CH:20][C:19]([F:22])=[CH:18][CH:17]=2)[CH:3]=1.[F:23][C:24]([F:35])([F:34])[C:25]1[CH:30]=[CH:29][C:28](B(O)O)=[CH:27][N:26]=1.C(=O)([O-])[O-].[K+].[K+]. Product: [C:12]([N:8]1[CH2:7][C:6]2[CH:5]=[C:4]([C:16]3[CH:21]=[CH:20][C:19]([F:22])=[CH:18][CH:17]=3)[CH:3]=[C:2]([C:28]3[CH:27]=[N:26][C:25]([C:24]([F:35])([F:34])[F:23])=[CH:30][CH:29]=3)[C:11]=2[O:10][CH2:9]1)([CH3:15])([CH3:14])[CH3:13]. The catalyst class is: 437. (5) Reactant: [C:1]([C:4]1[C:5]([O-:14])=[N:6][C:7]([C:10]([F:13])([F:12])[F:11])=[CH:8][CH:9]=1)(=[O:3])[CH3:2].[Na+].N1C[CH2:19][CH2:18][CH2:17]1. Product: [CH3:17][C:18]1([CH3:19])[O:14][C:5]2=[N:6][C:7]([C:10]([F:12])([F:11])[F:13])=[CH:8][CH:9]=[C:4]2[C:1](=[O:3])[CH2:2]1. The catalyst class is: 21.